This data is from Full USPTO retrosynthesis dataset with 1.9M reactions from patents (1976-2016). The task is: Predict the reactants needed to synthesize the given product. (1) The reactants are: [CH2:1]([N:8]1[CH2:12][CH2:11][C:10]([C:14]2[CH:19]=[C:18]([F:20])[CH:17]=[C:16]([Cl:21])[CH:15]=2)([OH:13])[CH2:9]1)C1C=CC=CC=1.IC.N1CCOCC1. Given the product [Cl:21][C:16]1[CH:15]=[C:14]([C:10]2([OH:13])[CH2:11][CH2:12][N:8]([CH3:1])[CH2:9]2)[CH:19]=[C:18]([F:20])[CH:17]=1, predict the reactants needed to synthesize it. (2) Given the product [Br:1][C:2]1[CH:3]=[C:4]2[C:9](=[CH:10][CH:11]=1)[C:8](=[O:12])[NH:7][C:6](=[O:13])/[C:5]/2=[CH:14]\[NH:31][C:28]1[CH:27]=[CH:26][C:25]([N:21]2[CH2:22][CH2:23][CH2:24][N:18]([CH3:17])[CH2:19][CH2:20]2)=[CH:30][CH:29]=1, predict the reactants needed to synthesize it. The reactants are: [Br:1][C:2]1[CH:3]=[C:4]2[C:9](=[CH:10][CH:11]=1)[C:8](=[O:12])[NH:7][C:6](=[O:13])/[C:5]/2=[CH:14]/OC.[CH3:17][N:18]1[CH2:24][CH2:23][CH2:22][N:21]([C:25]2[CH:30]=[CH:29][C:28]([NH2:31])=[CH:27][CH:26]=2)[CH2:20][CH2:19]1.C(N(CC)CC)C. (3) Given the product [N:1]1([C:5]2[S:6][C:7]3[C:13]([C:43]4[C:42]5[C:47]6=[C:38]([CH2:37][CH2:36][O:35][C:46]6=[CH:45][CH:44]=4)[CH:39]=[CH:40][N:41]=5)=[C:12]([C@H:22]([O:28][C:29]([CH3:30])([CH3:32])[CH3:31])[C:23]([O:25][CH2:26][CH3:27])=[O:24])[C:11]([CH3:33])=[CH:10][C:8]=3[N:9]=2)[CH2:2][CH2:3][CH2:4]1, predict the reactants needed to synthesize it. The reactants are: [N:1]1([C:5]2[S:6][C:7]3[C:13](OS(C(F)(F)F)(=O)=O)=[C:12]([C@H:22]([O:28][C:29]([CH3:32])([CH3:31])[CH3:30])[C:23]([O:25][CH2:26][CH3:27])=[O:24])[C:11]([CH3:33])=[CH:10][C:8]=3[N:9]=2)[CH2:4][CH2:3][CH2:2]1.Cl.[O:35]1[C:46]2[C:47]3[C:42]([C:43](B(O)O)=[CH:44][CH:45]=2)=[N:41][CH:40]=[CH:39][C:38]=3[CH2:37][CH2:36]1.[F-].[Cs+].C([O-])(O)=O.[Na+]. (4) Given the product [Br:1][C:2]1[CH:16]=[C:15]([CH:14]=[C:4]([O:5][C:6]2[CH:11]=[CH:10][C:9]([F:12])=[CH:8][C:7]=2[F:13])[CH:3]=1)[NH2:17], predict the reactants needed to synthesize it. The reactants are: [Br:1][C:2]1[CH:3]=[C:4]([CH:14]=[C:15]([N+:17]([O-])=O)[CH:16]=1)[O:5][C:6]1[CH:11]=[CH:10][C:9]([F:12])=[CH:8][C:7]=1[F:13].[Cl-].[NH4+].O.C(O)C. (5) Given the product [Cl:1][C:2]1[CH:3]=[CH:4][C:5]([CH:8]2[CH2:12][N:11]([C:35](=[O:36])[C:34]3[CH:38]=[CH:39][C:31]([C:29]#[N:30])=[CH:32][CH:33]=3)[CH2:10][CH:9]2[N:13]([CH3:28])[C:14](=[O:27])[C:15]2[CH:20]=[CH:19][C:18]([O:21][CH3:22])=[C:17]([C:23]([F:24])([F:25])[F:26])[CH:16]=2)=[CH:6][CH:7]=1, predict the reactants needed to synthesize it. The reactants are: [Cl:1][C:2]1[CH:7]=[CH:6][C:5]([CH:8]2[CH2:12][NH:11][CH2:10][CH:9]2[N:13]([CH3:28])[C:14](=[O:27])[C:15]2[CH:20]=[CH:19][C:18]([O:21][CH3:22])=[C:17]([C:23]([F:26])([F:25])[F:24])[CH:16]=2)=[CH:4][CH:3]=1.[C:29]([C:31]1[CH:39]=[CH:38][C:34]([C:35](Cl)=[O:36])=[CH:33][CH:32]=1)#[N:30]. (6) Given the product [Cl:8][C:5]1[CH:6]=[CH:7][C:2]([NH:1][S:28]([C:25]2[CH:24]=[CH:23][C:22]([S:19]([CH3:18])(=[O:21])=[O:20])=[CH:27][CH:26]=2)(=[O:30])=[O:29])=[C:3]([C:9]([C:11]2[CH:16]=[CH:15][N:14]=[C:13]([CH3:17])[CH:12]=2)=[O:10])[CH:4]=1, predict the reactants needed to synthesize it. The reactants are: [NH2:1][C:2]1[CH:7]=[CH:6][C:5]([Cl:8])=[CH:4][C:3]=1[C:9]([C:11]1[CH:16]=[CH:15][N:14]=[C:13]([CH3:17])[CH:12]=1)=[O:10].[CH3:18][S:19]([C:22]1[CH:27]=[CH:26][C:25]([S:28](Cl)(=[O:30])=[O:29])=[CH:24][CH:23]=1)(=[O:21])=[O:20]. (7) Given the product [Cl:30][CH2:17][C:5]1[CH:6]=[C:7]([O:10][C:11]2[CH:16]=[CH:15][CH:14]=[CH:13][CH:12]=2)[CH:8]=[CH:9][C:4]=1[N+:1]([O-:3])=[O:2], predict the reactants needed to synthesize it. The reactants are: [N+:1]([C:4]1[CH:9]=[CH:8][C:7]([O:10][C:11]2[CH:16]=[CH:15][CH:14]=[CH:13][CH:12]=2)=[CH:6][C:5]=1[CH2:17]O)([O-:3])=[O:2].C(N(CC)CC)C.CS([Cl:30])(=O)=O. (8) Given the product [CH3:26][S:27]([C:30]1[CH:35]=[CH:34][C:33]([C:2]2[CH:3]=[CH:4][C:5]([C:8](=[C:16]3[CH2:17][C:18]([CH3:25])([CH3:24])[CH2:19][C:20]([CH3:23])([CH3:22])[CH2:21]3)[C:9]3[CH:10]=[CH:11][C:12]([OH:15])=[CH:13][CH:14]=3)=[CH:6][CH:7]=2)=[CH:32][CH:31]=1)(=[O:29])=[O:28], predict the reactants needed to synthesize it. The reactants are: Br[C:2]1[CH:7]=[CH:6][C:5]([C:8](=[C:16]2[CH2:21][C:20]([CH3:23])([CH3:22])[CH2:19][C:18]([CH3:25])([CH3:24])[CH2:17]2)[C:9]2[CH:14]=[CH:13][C:12]([OH:15])=[CH:11][CH:10]=2)=[CH:4][CH:3]=1.[CH3:26][S:27]([C:30]1[CH:35]=[CH:34][C:33](B(O)O)=[CH:32][CH:31]=1)(=[O:29])=[O:28].C([O-])([O-])=O.[Na+].[Na+]. (9) Given the product [CH2:2]([O:9][C:11]1[N:16]=[C:15]([O:34][CH2:35][C:36]2[CH:7]=[CH:8][CH:3]=[CH:4][CH:5]=2)[C:14]([CH:18]([CH3:20])[CH3:19])=[C:13]([O:21][C:22]2[CH:27]=[C:26]([CH3:28])[CH:25]=[C:24]([CH3:29])[C:23]=2[CH3:30])[N:12]=1)[C:3]1[CH:8]=[CH:7][CH:6]=[CH:5][CH:4]=1, predict the reactants needed to synthesize it. The reactants are: [Na].[CH2:2]([OH:9])[C:3]1[CH:8]=[CH:7][CH:6]=[CH:5][CH:4]=1.Cl[C:11]1[N:16]=[C:15](Cl)[C:14]([CH:18]([CH3:20])[CH3:19])=[C:13]([O:21][C:22]2[CH:27]=[C:26]([CH3:28])[CH:25]=[C:24]([CH3:29])[C:23]=2[CH3:30])[N:12]=1.C([O:34][CH2:35][CH3:36])(=O)C.